This data is from Forward reaction prediction with 1.9M reactions from USPTO patents (1976-2016). The task is: Predict the product of the given reaction. (1) Given the reactants O.O.O.O.O.O.[N+:7]([O-:10])([O-:9])=[O:8].[Ce+3:11].[N+:12]([O-:15])([O-:14])=[O:13].[N+:16]([O-:19])([O-:18])=[O:17], predict the reaction product. The product is: [N+:7]([O-:10])([O-:9])=[O:8].[Ce+3:11].[N+:12]([O-:15])([O-:14])=[O:13].[N+:16]([O-:19])([O-:18])=[O:17]. (2) The product is: [C:1]1([C:7]2([C:17]3[CH:22]=[CH:21][CH:20]=[CH:19][CH:18]=3)[CH2:8][CH2:9][N:10]([CH2:13][CH2:14][CH2:15][O:16][C:26](=[O:27])[CH2:25][C:24]([CH3:23])=[O:28])[CH2:11][CH2:12]2)[CH:2]=[CH:3][CH:4]=[CH:5][CH:6]=1. Given the reactants [C:1]1([C:7]2([C:17]3[CH:22]=[CH:21][CH:20]=[CH:19][CH:18]=3)[CH2:12][CH2:11][N:10]([CH2:13][CH2:14][CH2:15][OH:16])[CH2:9][CH2:8]2)[CH:6]=[CH:5][CH:4]=[CH:3][CH:2]=1.[CH2:23]=[C:24]1[O:28][C:26](=[O:27])[CH2:25]1, predict the reaction product. (3) Given the reactants [CH:1](=O)[C:2]1[CH:7]=[CH:6][C:5]([O:8][CH3:9])=[CH:4][CH:3]=1.[NH2:11][C:12]1[CH:17]=[CH:16][N:15]=[CH:14][N:13]=1.[BH-](OC(C)=O)(OC(C)=O)OC(C)=O.[Na+].C(O)(=O)C, predict the reaction product. The product is: [CH3:9][O:8][C:5]1[CH:6]=[CH:7][C:2]([CH2:1][NH:11][C:12]2[CH:17]=[CH:16][N:15]=[CH:14][N:13]=2)=[CH:3][CH:4]=1.